The task is: Predict the reaction yield, written as a fraction of the theoretical maximum amount of product (1.0 means a 100% yield; for example, 0.34 means a 34% yield).. This data is from Reaction yield outcomes from USPTO patents with 853,638 reactions. (1) The reactants are C[O:2][C:3]([C:5]1[CH:10]=[CH:9][CH:8]=[C:7]([CH:11]2[CH2:14][N:13]([C:15]([O:17][C:18]([CH3:21])([CH3:20])[CH3:19])=[O:16])[CH2:12]2)[N:6]=1)=[O:4].O[Li].O.Cl. The catalyst is C1COCC1.O. The product is [C:18]([O:17][C:15]([N:13]1[CH2:14][CH:11]([C:7]2[N:6]=[C:5]([C:3]([OH:4])=[O:2])[CH:10]=[CH:9][CH:8]=2)[CH2:12]1)=[O:16])([CH3:21])([CH3:19])[CH3:20]. The yield is 0.850. (2) The reactants are [N:1]1[CH:6]=[CH:5][CH:4]=[C:3]([C:7]2([C:10]([OH:12])=O)[CH2:9][CH2:8]2)[CH:2]=1.Cl.Cl.[NH2:15][C:16]1[CH:17]=[CH:18][C:19]([N:23]2[CH2:28][CH2:27][CH2:26][C@@H:25]([C:29]([N:31]3[CH2:35][CH2:34][CH2:33][CH2:32]3)=[O:30])[CH2:24]2)=[N:20][C:21]=1[NH2:22].CN1CCOCC1.F[P-](F)(F)(F)(F)F.N1(O[P+](N(C)C)(N(C)C)N(C)C)C2C=CC=CC=2N=N1. The product is [NH2:22][C:21]1[C:16]([NH:15][C:10]([C:7]2([C:3]3[CH:2]=[N:1][CH:6]=[CH:5][CH:4]=3)[CH2:8][CH2:9]2)=[O:12])=[CH:17][CH:18]=[C:19]([N:23]2[CH2:28][CH2:27][CH2:26][C@@H:25]([C:29]([N:31]3[CH2:35][CH2:34][CH2:33][CH2:32]3)=[O:30])[CH2:24]2)[N:20]=1. The catalyst is CN(C)C=O. The yield is 0.840. (3) The reactants are C([O:3][C:4](=O)[CH2:5][C:6]([C@@H:8]1[CH2:13][CH2:12][N:11]([C:14]([O:16][CH3:17])=[O:15])[C@@H:10]([CH2:18][C:19]2[CH:24]=[CH:23][CH:22]=[C:21]([F:25])[CH:20]=2)[CH2:9]1)=[O:7])C.[OH-].[Na+].[NH2:29]O.Cl. The catalyst is CO.O. The product is [F:25][C:21]1[CH:20]=[C:19]([CH:24]=[CH:23][CH:22]=1)[CH2:18][C@H:10]1[CH2:9][C@H:8]([C:6]2[O:7][NH:29][C:4](=[O:3])[CH:5]=2)[CH2:13][CH2:12][N:11]1[C:14]([O:16][CH3:17])=[O:15]. The yield is 0.350. (4) The reactants are [CH2:1]([S:8]([N:11]1[CH:15]=[CH:14][C:13]([NH2:16])=[CH:12]1)(=[O:10])=[O:9])[C:2]1[CH:7]=[CH:6][CH:5]=[CH:4][CH:3]=1.C(N(CC)CC)C.Cl.[N:25]1[CH:30]=[CH:29][CH:28]=[CH:27][C:26]=1[C:31](Cl)=[O:32]. No catalyst specified. The product is [CH2:1]([S:8]([N:11]1[CH:15]=[CH:14][C:13]([NH:16][C:31](=[O:32])[C:26]2[CH:27]=[CH:28][CH:29]=[CH:30][N:25]=2)=[CH:12]1)(=[O:10])=[O:9])[C:2]1[CH:7]=[CH:6][CH:5]=[CH:4][CH:3]=1. The yield is 0.110. (5) The reactants are COC1C=CC(B2OC(C)(C)C(C)(C)O2)=C[C:4]=1[CH2:18][S:19](N)(=[O:21])=[O:20].[F:23][C:24]1[CH:25]=[C:26]([CH:64]=[CH:65][CH:66]=1)[CH2:27][N:28]1[CH:32]=[C:31]([C:33]2[C:41]3[C:36](=[N:37][CH:38]=[C:39]([C:42]4[CH:43]=[N:44][C:45]([N:48]5[CH2:53][CH2:52][NH:51][CH2:50][CH2:49]5)=[CH:46][CH:47]=4)[CH:40]=3)[N:35]([S:54]([C:57]3[CH:63]=[CH:62][C:60]([CH3:61])=[CH:59][CH:58]=3)(=[O:56])=[O:55])[CH:34]=2)[CH:30]=[N:29]1.FC1C=C(C=CC=1)CN1C=C(C2C3C(=NC=C(C4C=NC(N5CCN(C)CC5)=CC=4)C=3)NC=2)C=N1.C(S(Cl)(=O)=O)C.C(N(CC)CC)C. The catalyst is C(Cl)Cl. The product is [CH2:18]([S:19]([N:51]1[CH2:52][CH2:53][N:48]([C:45]2[N:44]=[CH:43][C:42]([C:39]3[CH:40]=[C:41]4[C:33]([C:31]5[CH:30]=[N:29][N:28]([CH2:27][C:26]6[CH:64]=[CH:65][CH:66]=[C:24]([F:23])[CH:25]=6)[CH:32]=5)=[CH:34][N:35]([S:54]([C:57]5[CH:63]=[CH:62][C:60]([CH3:61])=[CH:59][CH:58]=5)(=[O:56])=[O:55])[C:36]4=[N:37][CH:38]=3)=[CH:47][CH:46]=2)[CH2:49][CH2:50]1)(=[O:21])=[O:20])[CH3:4]. The yield is 1.00. (6) The catalyst is C1COCC1. The reactants are [C:1]([O:5][C:6]([N:8]([C:16]1[C:21]([CH3:23])([CH3:22])[S:20](=[O:25])(=[O:24])[CH2:19][C@@:18]([CH2:36][F:37])([C:26]2[CH:31]=[C:30]([N+:32]([O-:34])=[O:33])[CH:29]=[CH:28][C:27]=2[F:35])[N:17]=1)[C:9](=[O:15])[O:10][C:11]([CH3:14])([CH3:13])[CH3:12])=[O:7])([CH3:4])([CH3:3])[CH3:2].C[Si]([N-][Si](C)(C)C)(C)C.[Li+].[CH2:48](Br)[CH:49]=[CH2:50]. The yield is 0.670. The product is [CH2:50]([CH:19]1[C@@:18]([CH2:36][F:37])([C:26]2[CH:31]=[C:30]([N+:32]([O-:34])=[O:33])[CH:29]=[CH:28][C:27]=2[F:35])[N:17]=[C:16]([N:8]([C:6]([O:5][C:1]([CH3:2])([CH3:3])[CH3:4])=[O:7])[C:9](=[O:15])[O:10][C:11]([CH3:14])([CH3:12])[CH3:13])[C:21]([CH3:23])([CH3:22])[S:20]1(=[O:25])=[O:24])[CH:49]=[CH2:48]. (7) The reactants are [H-].[H-].[H-].[H-].[Li+].[Al+3].[O:7]1[CH:11]=[CH:10][CH:9]=[C:8]1[CH2:12][CH2:13][C:14]([NH:16][C:17]1[CH:22]=[CH:21][CH:20]=[CH:19][CH:18]=1)=O. The catalyst is C1COCC1. The product is [O:7]1[CH:11]=[CH:10][CH:9]=[C:8]1[CH2:12][CH2:13][CH2:14][NH:16][C:17]1[CH:18]=[CH:19][CH:20]=[CH:21][CH:22]=1. The yield is 0.530. (8) The reactants are CC1[N:3]([C:8]2[CH:13]=[CH:12][CH:11]=[C:10]([C:14]3[CH:19]=[CH:18][C:17]([CH2:20][CH2:21][Cl:22])=[CH:16][CH:15]=3)[N:9]=2)C(C)=CC=1.C(O)C.Cl.NO. The catalyst is O. The product is [ClH:22].[Cl:22][CH2:21][CH2:20][C:17]1[CH:16]=[CH:15][C:14]([C:10]2[N:9]=[C:8]([NH2:3])[CH:13]=[CH:12][CH:11]=2)=[CH:19][CH:18]=1. The yield is 0.880. (9) The reactants are [Cl:1][C:2]1[C:3]([F:28])=[C:4]([CH:25]=[CH:26][CH:27]=1)[NH:5][C:6]1[C:15]2[C:10](=[CH:11][C:12]([O:23][CH3:24])=[C:13]([O:16][CH:17]3[CH2:22][CH2:21][NH:20][CH2:19][CH2:18]3)[CH:14]=2)[N:9]=[CH:8][N:7]=1.C(=O)([O-])[O-].[K+].[K+].Cl[CH2:36][C:37]#[N:38]. The catalyst is CC(N(C)C)=O. The product is [Cl:1][C:2]1[C:3]([F:28])=[C:4]([CH:25]=[CH:26][CH:27]=1)[NH:5][C:6]1[C:15]2[C:10](=[CH:11][C:12]([O:23][CH3:24])=[C:13]([O:16][CH:17]3[CH2:22][CH2:21][N:20]([CH2:36][C:37]#[N:38])[CH2:19][CH2:18]3)[CH:14]=2)[N:9]=[CH:8][N:7]=1. The yield is 0.360. (10) The reactants are [CH3:1][O:2][C:3](=[O:16])[C:4](N=N[C:4]([CH3:6])([CH3:5])[C:3]([O:2][CH3:1])=[O:16])([CH3:6])[CH3:5].[C:17]([O:22][CH2:23][CH2:24][O:25][C:26]1[CH:31]=[CH:30][CH:29]=[CH:28][CH:27]=1)(=[O:21])[C:18]([CH3:20])=[CH2:19].[C:32]([OH:37])(=[O:36])[C:33]([CH3:35])=[CH2:34].C(OC)(=O)C(C)=C. The catalyst is C(C(C)=O)C. The product is [C:17]([O:22][CH2:23][CH2:24][O:25][C:26]1[CH:27]=[CH:28][CH:29]=[CH:30][CH:31]=1)(=[O:21])[C:18]([CH3:20])=[CH2:19].[C:3]([O:2][CH3:1])(=[O:16])[C:4]([CH3:6])=[CH2:5].[C:32]([OH:37])(=[O:36])[C:33]([CH3:35])=[CH2:34]. The yield is 0.368.